Dataset: Reaction yield outcomes from USPTO patents with 853,638 reactions. Task: Predict the reaction yield, written as a fraction of the theoretical maximum amount of product (1.0 means a 100% yield; for example, 0.34 means a 34% yield). (1) The reactants are [NH2:1][C:2]1[C:7]([N+:8]([O-:10])=[O:9])=[CH:6][CH:5]=[CH:4][C:3]=1[OH:11].[CH2:12](C(CC)(CC)C([O-])([O-])[O-])[CH3:13]. No catalyst specified. The product is [CH3:12][C:13]1[O:11][C:3]2[CH:4]=[CH:5][CH:6]=[C:7]([N+:8]([O-:10])=[O:9])[C:2]=2[N:1]=1. The yield is 0.950. (2) The reactants are [CH2:1]([O:8][C:9]1[CH:17]=[C:16]([O:18][CH2:19][C:20]2[CH:25]=[CH:24][CH:23]=[CH:22][CH:21]=2)[C:15]([C:26]([CH3:28])=[CH2:27])=[CH:14][C:10]=1[C:11]([OH:13])=O)[C:2]1[CH:7]=[CH:6][CH:5]=[CH:4][CH:3]=1.[C:29](Cl)(=[O:33])[C:30](Cl)=[O:31].C([N:37]([CH2:40][CH3:41])[CH2:38][CH3:39])C. The catalyst is CN(C=O)C.C(Cl)Cl.C(OCC)(=O)C. The product is [CH2:1]([O:8][C:9]1[CH:17]=[C:16]([O:18][CH2:19][C:20]2[CH:21]=[CH:22][CH:23]=[CH:24][CH:25]=2)[C:15]([C:26]([CH3:28])=[CH2:27])=[CH:14][C:10]=1[C:11]([N:37]1[CH2:38][C:39]2[C:41](=[CH:3][CH:4]=[CH:5][C:6]=2[O:31][CH2:30][CH2:29][O:33][CH2:2][CH2:1][O:8][CH3:9])[CH2:40]1)=[O:13])[C:2]1[CH:3]=[CH:4][CH:5]=[CH:6][CH:7]=1. The yield is 1.00.